From a dataset of Forward reaction prediction with 1.9M reactions from USPTO patents (1976-2016). Predict the product of the given reaction. (1) The product is: [C:1]([N:9]1[CH2:14][CH2:13][N:12]([C:15](=[O:30])[CH:16]([O:18][C:19]2[CH:28]=[CH:27][CH:26]=[C:25]3[C:20]=2[CH:21]=[CH:22][N:23]=[C:24]3[NH:33][CH3:32])[CH3:17])[C@H:11]([CH3:31])[CH2:10]1)(=[O:8])[C:2]1[CH:7]=[CH:6][CH:5]=[CH:4][CH:3]=1. Given the reactants [C:1]([N:9]1[CH2:14][CH2:13][N:12]([C:15](=[O:30])[CH:16]([O:18][C:19]2[CH:28]=[CH:27][CH:26]=[C:25]3[C:20]=2[CH:21]=[CH:22][N:23]=[C:24]3Cl)[CH3:17])[C@H:11]([CH3:31])[CH2:10]1)(=[O:8])[C:2]1[CH:7]=[CH:6][CH:5]=[CH:4][CH:3]=1.[CH3:32][NH2:33], predict the reaction product. (2) Given the reactants Cl.[NH2:2][C:3]1[N:4]=[C:5]2[CH:10]=[CH:9][C:8]([O:11][C:12]3[CH:13]=[CH:14][C:15]([F:28])=[C:16]([NH:18][C:19]([C:21]4[N:25]([CH3:26])[N:24]=[C:23]([CH3:27])[CH:22]=4)=[O:20])[CH:17]=3)=[N:7][N:6]2[CH:29]=1.[Cl-].[CH3:31][O:32][NH3+:33].C(N(CC)CC)C.CN(C)[CH:43]=[O:44], predict the reaction product. The product is: [F:28][C:15]1[CH:14]=[CH:13][C:12]([O:11][C:8]2[CH:9]=[CH:10][C:5]3[N:6]([CH:29]=[C:3]([NH:2][C:43]([NH:33][O:32][CH3:31])=[O:44])[N:4]=3)[N:7]=2)=[CH:17][C:16]=1[NH:18][C:19]([C:21]1[N:25]([CH3:26])[N:24]=[C:23]([CH3:27])[CH:22]=1)=[O:20]. (3) Given the reactants C(OC([NH:8][NH:9][CH2:10][C:11]([C:13]1[CH:18]=[CH:17][C:16]([Cl:19])=[CH:15][CH:14]=1)=[CH2:12])=O)(C)(C)C.Cl.CCOCC, predict the reaction product. The product is: [ClH:19].[Cl:19][C:16]1[CH:15]=[CH:14][C:13]([C:11](=[CH2:12])[CH2:10][NH:9][NH2:8])=[CH:18][CH:17]=1. (4) Given the reactants [CH:1](/[B:4]([OH:6])[OH:5])=[CH:2]/[CH3:3].O[C:8]([C:11](O)([CH3:13])[CH3:12])([CH3:10])[CH3:9].S([O-])([O-])(=O)=O.[Mg+2], predict the reaction product. The product is: [CH3:9][C:8]1([CH3:10])[C:11]([CH3:13])([CH3:12])[O:6][B:4](/[CH:1]=[CH:2]\[CH3:3])[O:5]1. (5) Given the reactants Cl[C:2]1[CH:7]=[CH:6][C:5]([C:8]2[C:13](=[O:14])[N:12]3[CH:15]=[CH:16][CH:17]=[CH:18][C:11]3=[N:10][C:9]=2[NH:19][CH2:20][CH2:21][CH3:22])=[CH:4][CH:3]=1.C(C1N=C2C=CC=CN2C(=O)C=1C1C=CC(Cl)=CC=1)CCC.[NH2:45][CH:46]1[CH2:50][CH2:49][N:48]([C:51]([O:53][C:54]([CH3:57])([CH3:56])[CH3:55])=[O:52])[CH2:47]1.NC1CCCN(C(OC(C)(C)C)=O)C1, predict the reaction product. The product is: [O:14]=[C:13]1[N:12]2[CH:15]=[CH:16][CH:17]=[CH:18][C:11]2=[N:10][C:9]([NH:19][CH2:20][CH2:21][CH3:22])=[C:8]1[C:5]1[CH:6]=[CH:7][C:2]([NH:45][CH:46]2[CH2:50][CH2:49][N:48]([C:51]([O:53][C:54]([CH3:57])([CH3:56])[CH3:55])=[O:52])[CH2:47]2)=[CH:3][CH:4]=1. (6) Given the reactants Br[C:2]1[N:6]2[CH:7]=[CH:8][CH:9]=[CH:10][C:5]2=[C:4]([C:11]([O:13][CH3:14])=[O:12])[N:3]=1.[B-](F)(F)(F)[C:16]([CH3:18])=[CH2:17].[K+].[O-]P([O-])([O-])=O.[K+].[K+].[K+].O1CCOCC1, predict the reaction product. The product is: [CH2:17]=[C:16]([C:2]1[N:6]2[CH:7]=[CH:8][CH:9]=[CH:10][C:5]2=[C:4]([C:11]([O:13][CH3:14])=[O:12])[N:3]=1)[CH3:18].